Dataset: Forward reaction prediction with 1.9M reactions from USPTO patents (1976-2016). Task: Predict the product of the given reaction. (1) The product is: [C:21]1(=[O:25])[C:22]2[C:17](=[CH:16][CH:15]=[CH:24][CH:23]=2)[CH2:18][CH2:19][CH2:20]1.[Br:32][C:20]1[C:19]([CH2:26][CH2:27][C:28]([F:30])([F:29])[F:31])=[CH:18][C:17]2[C:22](=[CH:23][CH:24]=[C:15]([O:14][CH3:13])[CH:16]=2)[C:21]=1[OH:25]. Given the reactants COC1C=C(CC(O)C)C=CC=1.[CH3:13][O:14][C:15]1[CH:16]=[C:17]2[C:22](=[CH:23][CH:24]=1)[C:21](=[O:25])[CH2:20][CH:19]([CH2:26][CH2:27][C:28]([F:31])([F:30])[F:29])[CH2:18]2.[Br:32]Br.C1CCN2C(=NCCC2)CC1, predict the reaction product. (2) Given the reactants [Cl:1][C:2]1[CH:25]=[CH:24][C:5]([O:6][CH2:7][C:8]([N:10]2[C:16]3[CH:17]=[CH:18][CH:19]=[CH:20][C:15]=3[CH2:14][N:13]3[CH:21]=[CH:22][CH:23]=[C:12]3[CH2:11]2)=[O:9])=[C:4]([CH3:26])[CH:3]=1.[C:27]([C:31]1[CH:39]=[CH:38][C:34]([C:35](Cl)=[O:36])=[CH:33][CH:32]=1)([CH3:30])([CH3:29])[CH3:28], predict the reaction product. The product is: [C:27]([C:31]1[CH:32]=[CH:33][C:34]([C:35]([C:21]2[N:13]3[C:12]([CH2:11][N:10]([C:8](=[O:9])[CH2:7][O:6][C:5]4[CH:24]=[CH:25][C:2]([Cl:1])=[CH:3][C:4]=4[CH3:26])[C:16]4[CH:17]=[CH:18][CH:19]=[CH:20][C:15]=4[CH2:14]3)=[CH:23][CH:22]=2)=[O:36])=[CH:38][CH:39]=1)([CH3:30])([CH3:28])[CH3:29].